From a dataset of Experimentally validated miRNA-target interactions with 360,000+ pairs, plus equal number of negative samples. Binary Classification. Given a miRNA mature sequence and a target amino acid sequence, predict their likelihood of interaction. (1) The miRNA is cel-miR-252-5p with sequence AUAAGUAGUAGUGCCGCAGGUAA. The protein sequence of the target gene is MAQRTGLEDPERYLFVDRAVIYNPATQADWTAKKLVWIPSERHGFEAASIKEERGDEVMVELAENGKKAMVNKDDIQKMNPPKFSKVEDMAELTCLNEASVLHNLKDRYYSGLIYTYSGLFCVVINPYKNLPIYSENIIEMYRGKKRHEMPPHIYAISESAYRCMLQDREDQSILCTGESGAGKTENTKKVIQYLAHVASSHKGRKDHNIPGELERQLLQANPILESFGNAKTVKNDNSSRFGKFIRINFDVTGYIVGANIETYLLEKSRAVRQAKDERTFHIFYQLLSGAGEHLKSDLL.... Result: 0 (no interaction). (2) The protein sequence of the target gene is MAVMNHLRVILQVSSSTLPWRRCWVPRLVPRRSCSLYTCTYRTRNRALPPLWENLDLVPAGDRQSPINIRWRDSVYDPGLKPLTISYDPATCLHIWNNGYSFLVEFEDSTDKSVVEGGPLEHNYRLKQFHFHWGAIDAWGSEHTVDSKCYPAELHLVHWNAVKFESFEDAALEENGLAVIGVFLKLGKHHKELQKLVDTLPSIKHKDTLVEFGSFDPSCLMPTCPDYWTYSGSLTTPPLSESVTWIIKKQPVEVDRDQLEQFRTLLFTSEGEKEKRMVDNFRPLQPLMNRTVRSSFRHDY.... The miRNA is mmu-miR-302a-3p with sequence UAAGUGCUUCCAUGUUUUGGUGA. Result: 1 (interaction). (3) The miRNA is hsa-miR-3064-3p with sequence UUGCCACACUGCAACACCUUACA. The protein sequence of the target gene is MNWHMIISGLIVVVLKVVGMTLFLLYFPQIFNKSNDGFTTTRSYGTVSQIFGSSSPSPNGFITTRSYGTVCPKDWEFYQARCFFLSTSESSWNESRDFCKGKGSTLAIVNTPEKLKFLQDITDAEKYFIGLIYHREEKRWRWINNSVFNGNVTNQNQNFNCATIGLTKTFDAASCDISYRRICEKNAK. Result: 0 (no interaction). (4) The miRNA is hsa-miR-5691 with sequence UUGCUCUGAGCUCCGAGAAAGC. The protein sequence of the target gene is MAWAPPGERLREDARCPVCLDFLQEPVSVDCGHSFCLRCISEFCEKSDGAQGGVYACPQCRGPFRPSGFRPNRQLAGLVESVRRLGLGAGPGARRCARHGEDLSRFCEEDEAALCWVCDAGPEHRTHRTAPLQEAAGSYQVKLQMALELMRKELEDALTQEANVGKKTVIWKEKVEMQRQRFRLEFEKHRGFLAQEEQRQLRRLEAEERATLQRLRESKSRLVQQSKALKELADELQERCQRPALGLLEGVRGVLSRSKAVTRLEAENIPMELKTACCIPGRRELLRKFQVDVKLDPATA.... Result: 0 (no interaction). (5) The miRNA is hsa-miR-548h-3p with sequence CAAAAACCGCAAUUACUUUUGCA. The protein sequence of the target gene is MADKLTRIAIVNHDKCKPKKCRQECKKSCPVVRMGKLCIEVTPQSKIAWISETLCIGCGICIKKCPFGALSIVNLPSNLEKETTHRYCANAFKLHRLPIPRPGEVLGLVGTNGIGKSTALKILAGKQKPNLGKYDDPPDWQEILTYFRGSELQNYFTKILEDDLKAIIKPQYVDQIPKAAKGTVGSILDRKDETKTQAIVCQQLDLTHLKERNVEDLSGGELQRFACAVVCIQKADIFMFDEPSSYLDVKQRLKAAITIRSLINPDRYIIVVEHDLSVLDYLSDFICCLYGVPSAYGVVT.... Result: 1 (interaction). (6) The miRNA is mmu-miR-466m-3p with sequence UACAUACACACAUACACACGCA. The protein sequence of the target gene is MSLGLLKFQAVGEEDEEDEEGESLDSVKALTAKLQLQTRRPSYLEWTAQVQSQAWRRAQAKPGPGGPGDICGFDSMDSALEWLRRELREMQAQDRQLAGQLLRLRAQLHRLKMDQACHLHQELLDEAELELELEPGAGLALAPLLRHLGLTRMNISARRFTLC. Result: 0 (no interaction). (7) The miRNA is hsa-miR-615-3p with sequence UCCGAGCCUGGGUCUCCCUCUU. Result: 1 (interaction). The protein sequence of the target gene is MSGEDEQQEQTIAEDLVVTKYKMGGDIANRVLRSLVEASSSGVSVLSLCEKGDAMIMEETGKIFKKEKEMKKGIAFPTSISVNNCVCHFSPLKSDQDYILKEGDLVKIDLGVHVDGFIANVAHTFVVDVAQGTQVTGRKADVIKAAHLCAEAALRLVKPGNQNTQVTEAWNKVAHSFNCTPIEGMLSHQLKQHVIDGEKTIIQNPTDQQKKDHEKAEFEVHEVYAVDVLVSSGEGKAKDAGQRTTIYKRDPSKQYGLKMKTSRAFFSEVERRFDAMPFTLRAFEDEKKARMGVVECAKHE.... (8) The miRNA is hsa-miR-205-5p with sequence UCCUUCAUUCCACCGGAGUCUG. The protein sequence of the target gene is MSAPAQPPAEGTEGTAPGGGPPGPPPNMTSNRRLQQTQAQVEEVVDIIRVNVDKVLERDQKLSELDDRADALQAGASQFESSAAKLKRKYWWKNCKMMIMLGAICAIIVVVIVIYFFT. Result: 1 (interaction). (9) The miRNA is hsa-miR-4710 with sequence GGGUGAGGGCAGGUGGUU. The protein sequence of the target gene is MCKSLRYCFSHCLYLAMTRLEEVNREVNMHSSVRYLGYLARINLLVAICLGLYVRWEKTANSLILVIFILGLFVLGIASILYYYFSMEAASLSLSNLWFGFLLGLLCFLDNSSFKNDVKEESTKYLLLTSIVLRILCSLVERISGYVRHRPTLLTTVEFLELVGFAIASTTMLVEKSLSVILLVVALAMLIIDLRMKSFLAIPNLVIFAVLLFFSSLETPKNPIAFACFFICLITDPFLDIYFSGLSVTERWKPFLYRGRICRRLSVVFAGMIELTFFILSAFKLRDTHLWYFVIPGFSI.... Result: 0 (no interaction). (10) The miRNA is hsa-miR-335-5p with sequence UCAAGAGCAAUAACGAAAAAUGU. The protein sequence of the target gene is MELNSLLILLEAAEYLERRDREAEHGYASVLPFDGDFAREKTKAAGLVRKAPNNRSSHNELEKHRRAKLRLYLEQLKQLVPLGPDSTRHTTLSLLKRAKVHIKKLEEQDRRALSIKEQLQQEHRFLKRRLEQLSVQSVERVRTDSTGSAVSTDDSEQEVDIEGMEFGPGELDSVGSSSDADDHYSLQSGTGGDSGFGPHCRRLGRPALS. Result: 1 (interaction).